Predict the product of the given reaction. From a dataset of Forward reaction prediction with 1.9M reactions from USPTO patents (1976-2016). Given the reactants [CH3:1][C:2]1[CH:7]=[CH:6][C:5]([CH3:8])=[CH:4][C:3]=1[OH:9].Cl[C:11]1[CH:18]=[CH:17][C:14]([C:15]#[N:16])=[CH:13][C:12]=1[N+:19]([O-:21])=[O:20].C([O-])([O-])=O.[K+].[K+], predict the reaction product. The product is: [CH3:1][C:2]1[CH:7]=[CH:6][C:5]([CH3:8])=[CH:4][C:3]=1[O:9][C:11]1[CH:18]=[CH:17][C:14]([C:15]#[N:16])=[CH:13][C:12]=1[N+:19]([O-:21])=[O:20].